This data is from TCR-epitope binding with 47,182 pairs between 192 epitopes and 23,139 TCRs. The task is: Binary Classification. Given a T-cell receptor sequence (or CDR3 region) and an epitope sequence, predict whether binding occurs between them. (1) Result: 1 (the TCR binds to the epitope). The TCR CDR3 sequence is CASSQSSWEINYGYTF. The epitope is YEGNSPFHPL. (2) Result: 0 (the TCR does not bind to the epitope). The epitope is RPRGEVRFL. The TCR CDR3 sequence is CASSPAGRGGFNTGELFF. (3) The epitope is HTTDPSFLGRY. The TCR CDR3 sequence is CASGLGQASYNEQFF. Result: 1 (the TCR binds to the epitope). (4) Result: 1 (the TCR binds to the epitope). The TCR CDR3 sequence is CASSLMQGSYYGYTF. The epitope is KLGGALQAK. (5) The epitope is TEKSNIIRGW. The TCR CDR3 sequence is CASSWRQNIGSYEQYF. Result: 1 (the TCR binds to the epitope).